This data is from Reaction yield outcomes from USPTO patents with 853,638 reactions. The task is: Predict the reaction yield, written as a fraction of the theoretical maximum amount of product (1.0 means a 100% yield; for example, 0.34 means a 34% yield). The reactants are Cl[CH2:2][Si:3]([CH3:6])([Cl:5])[Cl:4].[Cl:7][SiH:8]([Cl:10])[Cl:9]. The catalyst is [Cl-].C([P+](CCCC)(CCCC)CCCC)CCC. The product is [Cl:7][Si:8]([Cl:10])([Cl:9])[CH2:2][Si:3]([Cl:5])([Cl:4])[CH3:6]. The yield is 0.600.